Dataset: Catalyst prediction with 721,799 reactions and 888 catalyst types from USPTO. Task: Predict which catalyst facilitates the given reaction. (1) Product: [Br:9][C:10]1[CH:11]=[C:12]([CH:15]=[CH:16][CH:17]=1)[CH2:13][NH:14][C:18](=[O:20])[CH3:19]. The catalyst class is: 7. Reactant: C(N(CC)CC)C.Cl.[Br:9][C:10]1[CH:11]=[C:12]([CH:15]=[CH:16][CH:17]=1)[CH2:13][NH2:14].[C:18](Cl)(=[O:20])[CH3:19].C(OCC)(=O)C. (2) Reactant: [Si]([O:8][CH2:9][CH2:10][CH:11]([N:19]1[C:27]2[C:22](=[CH:23][CH:24]=[CH:25][CH:26]=2)[C:21]2([CH2:32][CH2:31][CH2:30][CH2:29][CH2:28]2)[C:20]1=[O:33])[C:12]1[CH:17]=[CH:16][CH:15]=[C:14]([F:18])[CH:13]=1)(C(C)(C)C)(C)C.[F-].C([N+](CCCC)(CCCC)CCCC)CCC. Product: [F:18][C:14]1[CH:13]=[C:12]([CH:11]([N:19]2[C:27]3[C:22](=[CH:23][CH:24]=[CH:25][CH:26]=3)[C:21]3([CH2:32][CH2:31][CH2:30][CH2:29][CH2:28]3)[C:20]2=[O:33])[CH2:10][CH2:9][OH:8])[CH:17]=[CH:16][CH:15]=1. The catalyst class is: 7.